From a dataset of Acute oral toxicity (LD50) regression data from Zhu et al.. Regression/Classification. Given a drug SMILES string, predict its toxicity properties. Task type varies by dataset: regression for continuous values (e.g., LD50, hERG inhibition percentage) or binary classification for toxic/non-toxic outcomes (e.g., AMES mutagenicity, cardiotoxicity, hepatotoxicity). Dataset: ld50_zhu. (1) The compound is CCCCc1ccc(C(=O)O)nc1. The rat oral LD50 is 2.57, given as -log10 of the dose in mol/kg body weight (higher means more acutely toxic). (2) The molecule is CC(N)c1ccccc1. The rat oral LD50 is 2.11, given as -log10 of the dose in mol/kg body weight (higher means more acutely toxic). (3) The drug is c1cc(CC2CO2)cc(CC2CO2)c1. The rat oral LD50 is 1.66, given as -log10 of the dose in mol/kg body weight (higher means more acutely toxic). (4) The compound is ClCCOP(OCCCl)OCCCl. The rat oral LD50 is 3.43, given as -log10 of the dose in mol/kg body weight (higher means more acutely toxic). (5) The compound is COc1ccc(-c2nc3cc(C4=NNC(=O)CC4C)ccc3[nH]2)cc1. The rat oral LD50 is 2.55, given as -log10 of the dose in mol/kg body weight (higher means more acutely toxic). (6) The compound is CC1(C)CC2(NC(=O)N(CCCN3CCC(O)CC3)C2=O)c2cc(F)ccc2O1. The rat oral LD50 is 2.72, given as -log10 of the dose in mol/kg body weight (higher means more acutely toxic).